This data is from Full USPTO retrosynthesis dataset with 1.9M reactions from patents (1976-2016). The task is: Predict the reactants needed to synthesize the given product. (1) Given the product [Br:7][C:8]1[CH:13]=[C:12]([F:14])[CH:11]=[CH:10][C:9]=1[C:15](=[C:28]([NH:27][C:21]1[C:22]([F:26])=[CH:23][CH:24]=[CH:25][C:20]=1[Cl:19])[S:29][CH3:1])[C:16](=[O:18])[CH3:17], predict the reactants needed to synthesize it. The reactants are: [CH3:1]C(C)([O-])C.[K+].[Br:7][C:8]1[CH:13]=[C:12]([F:14])[CH:11]=[CH:10][C:9]=1[CH2:15][C:16](=[O:18])[CH3:17].[Cl:19][C:20]1[CH:25]=[CH:24][CH:23]=[C:22]([F:26])[C:21]=1[N:27]=[C:28]=[S:29].CI.Cl. (2) Given the product [F:1][C:2]1[CH:7]=[C:6]([N:8]2[CH:12]=[CH:11][CH:10]=[N:9]2)[CH:5]=[CH:4][C:3]=1[N:13]1[C:18]2[CH2:19][CH2:20][O:21][C:17]=2[C:16](=[O:22])[C:15]([C:23]2[N:27]([C:28]3[CH:33]=[CH:32][CH:31]=[CH:30][CH:29]=3)[N:26]=[CH:25][CH:24]=2)=[N:14]1, predict the reactants needed to synthesize it. The reactants are: [F:1][C:2]1[CH:7]=[C:6]([N:8]2[CH:12]=[CH:11][CH:10]=[N:9]2)[CH:5]=[CH:4][C:3]=1[N:13]1[C:18]2[CH:19]=[CH:20][O:21][C:17]=2[C:16](=[O:22])[C:15]([C:23]2[N:27]([C:28]3[CH:33]=[CH:32][CH:31]=[CH:30][CH:29]=3)[N:26]=[CH:25][CH:24]=2)=[N:14]1. (3) Given the product [Br:1][C:2]1[CH:7]=[CH:6][C:5]([S:8]([N:16]2[CH2:17][CH2:18][C:13]([CH3:12])([OH:19])[CH2:14][CH2:15]2)(=[O:10])=[O:9])=[CH:4][CH:3]=1, predict the reactants needed to synthesize it. The reactants are: [Br:1][C:2]1[CH:7]=[CH:6][C:5]([S:8](Cl)(=[O:10])=[O:9])=[CH:4][CH:3]=1.[CH3:12][C:13]1([OH:19])[CH2:18][CH2:17][NH:16][CH2:15][CH2:14]1.CCN(C(C)C)C(C)C.Cl. (4) Given the product [Cl:1][C:2]1[CH:19]=[CH:18][C:5]2[N:6]([CH:11]3[CH2:15][CH2:14][C:13]([F:17])([F:16])[CH2:12]3)[C:7]([CH2:9][N:26]3[C:27]4[C:32](=[CH:31][CH:30]=[CH:29][CH:28]=4)[C:24]([S:21]([CH3:20])(=[O:22])=[O:23])=[N:25]3)=[N:8][C:4]=2[CH:3]=1, predict the reactants needed to synthesize it. The reactants are: [Cl:1][C:2]1[CH:19]=[CH:18][C:5]2[N:6]([CH:11]3[CH2:15][CH2:14][C:13]([F:17])([F:16])[CH2:12]3)[C:7]([CH2:9]Cl)=[N:8][C:4]=2[CH:3]=1.[CH3:20][S:21]([C:24]1[C:32]2[C:27](=[CH:28][CH:29]=[CH:30][CH:31]=2)[NH:26][N:25]=1)(=[O:23])=[O:22].CS(C1C2C(=CN=CC=2)NN=1)(=O)=O. (5) Given the product [CH3:17][C:8]([C:5]1[CH2:4][CH2:3][NH:2][CH2:7][CH:6]=1)([CH3:14])[C:9]([OH:11])=[O:10], predict the reactants needed to synthesize it. The reactants are: C[N:2]1[CH2:7][CH:6]=[C:5]([CH:8]([CH3:14])[C:9]([O:11]CC)=[O:10])[CH2:4][CH2:3]1.[OH-].[Na+].[C:17](O)(C(F)(F)F)=O. (6) Given the product [F:1][C:2]1[C:3]([CH3:26])=[C:4]([C:8]2([C:22]([O:24][CH3:25])=[O:23])[CH2:13][CH:12]=[C:11]([C:34]3[CH:35]=[C:36]4[C:31]([CH:30]=[N:29][N:28]4[CH3:27])=[CH:32][CH:33]=3)[CH2:10][CH2:9]2)[CH:5]=[CH:6][CH:7]=1, predict the reactants needed to synthesize it. The reactants are: [F:1][C:2]1[C:3]([CH3:26])=[C:4]([C:8]2([C:22]([O:24][CH3:25])=[O:23])[CH2:13][CH:12]=[C:11](OS(C(F)(F)F)(=O)=O)[CH2:10][CH2:9]2)[CH:5]=[CH:6][CH:7]=1.[CH3:27][N:28]1[C:36]2[C:31](=[CH:32][CH:33]=[C:34](B(O)O)[CH:35]=2)[CH:30]=[N:29]1.C([O-])([O-])=O.[Cs+].[Cs+].C(Cl)(Cl)Cl. (7) Given the product [C:14]([C:3](=[C:32]1[N:30]([CH3:31])[CH2:29][CH:16]([CH2:17][OH:18])[O:33]1)[CH:4]=[C:5]1[C:13](=[O:42])[C:12]2[C:7](=[CH:8][CH:9]=[CH:10][CH:11]=2)[NH:6]1)#[N:15], predict the reactants needed to synthesize it. The reactants are: C([C:3]([C:14]#[N:15])=[CH:4][C:5]1[NH:6][C:7]2[C:12]([CH:13]=1)=[CH:11][CH:10]=[CH:9][CH:8]=2)#N.[CH3:16][C:17](N1C2C(=CC=CC=2)C(O)=C1)=[O:18].[CH3:29][N:30]([CH:32]=[O:33])[CH3:31].C(N(CC)CC)C.C[OH:42]. (8) The reactants are: [S:1]1[CH:5]=[CH:4][CH:3]=[C:2]1[CH:6]=O.[CH3:8][O:9][CH2:10][CH2:11][NH2:12].[C:13]1(=[O:24])[O:19][C:17](=O)[C:16]2=[CH:20][CH:21]=[CH:22][CH:23]=[C:15]2[CH2:14]1.[CH3:25][C:26]1[NH:30][N:29]=[C:28]([NH2:31])[CH:27]=1. Given the product [CH3:8][O:9][CH2:10][CH2:11][N:12]1[CH:6]([C:2]2[S:1][CH:5]=[CH:4][CH:3]=2)[CH:14]([C:13]([NH:31][C:28]2[CH:27]=[C:26]([CH3:25])[NH:30][N:29]=2)=[O:24])[C:15]2[C:16](=[CH:20][CH:21]=[CH:22][CH:23]=2)[C:17]1=[O:19], predict the reactants needed to synthesize it. (9) Given the product [CH3:5][S:6]([C:9]1[CH:10]=[CH:11][C:12]([CH2:13][C:14]2[N:18]=[C:17]([CH:19]3[CH2:24][CH2:23][NH:22][CH2:21][CH2:20]3)[O:16][N:15]=2)=[CH:32][CH:33]=1)(=[O:7])=[O:8], predict the reactants needed to synthesize it. The reactants are: C(Cl)(=O)C.[CH3:5][S:6]([C:9]1[CH:33]=[CH:32][C:12]([CH2:13][C:14]2[N:18]=[C:17]([CH:19]3[CH2:24][CH2:23][N:22](C(OC(C)(C)C)=O)[CH2:21][CH2:20]3)[O:16][N:15]=2)=[CH:11][CH:10]=1)(=[O:8])=[O:7]. (10) Given the product [CH2:1]([O:5][C:6]([C:8]1[N:9]=[C:10]([C:29]#[N:30])[C:11]2[C:16]([C:17]=1[OH:18])=[CH:15][C:14]([O:19][C:20]1[C:25]([CH3:26])=[CH:24][CH:23]=[CH:22][C:21]=1[CH3:27])=[CH:13][CH:12]=2)=[O:7])[CH2:2][CH2:3][CH3:4], predict the reactants needed to synthesize it. The reactants are: [CH2:1]([O:5][C:6]([C:8]1[N:9]=[C:10](Br)[C:11]2[C:16]([C:17]=1[OH:18])=[CH:15][C:14]([O:19][C:20]1[C:25]([CH3:26])=[CH:24][CH:23]=[CH:22][C:21]=1[CH3:27])=[CH:13][CH:12]=2)=[O:7])[CH2:2][CH2:3][CH3:4].[C:29]([Cu])#[N:30].